From a dataset of Reaction yield outcomes from USPTO patents with 853,638 reactions. Predict the reaction yield, written as a fraction of the theoretical maximum amount of product (1.0 means a 100% yield; for example, 0.34 means a 34% yield). (1) The reactants are [Li+].[Cl-].[BH4-].[Na+].C[O:6][C:7](=O)/[CH:8]=[CH:9]/[CH2:10][C@H:11]1[CH2:13][C@@H:12]1[C:14]1[CH:15]=[N:16][CH:17]=[C:18]([O:20][CH2:21][C@@H:22]2[CH2:25][CH2:24][N:23]2[C:26]([O:28][C:29]([CH3:32])([CH3:31])[CH3:30])=[O:27])[CH:19]=1. The catalyst is CCO.C1COCC1. The product is [C:29]([O:28][C:26]([N:23]1[CH2:24][CH2:25][C@H:22]1[CH2:21][O:20][C:18]1[CH:19]=[C:14]([C@H:12]2[CH2:13][C@@H:11]2[CH2:10][CH2:9][CH2:8][CH2:7][OH:6])[CH:15]=[N:16][CH:17]=1)=[O:27])([CH3:32])([CH3:31])[CH3:30]. The yield is 0.840. (2) The reactants are [NH2:1][C:2]1[C:11]2[C:6](=[C:7](Br)[CH:8]=[CH:9][CH:10]=2)[N:5]=[N:4][C:3]=1[C:13]([NH:15][CH2:16][CH2:17][CH3:18])=[O:14].[F:19][C:20]1[CH:25]=[CH:24][CH:23]=[C:22]([O:26][CH3:27])[C:21]=1B(O)O. No catalyst specified. The product is [NH2:1][C:2]1[C:11]2[C:6](=[C:7]([C:21]3[C:22]([O:26][CH3:27])=[CH:23][CH:24]=[CH:25][C:20]=3[F:19])[CH:8]=[CH:9][CH:10]=2)[N:5]=[N:4][C:3]=1[C:13]([NH:15][CH2:16][CH2:17][CH3:18])=[O:14]. The yield is 0.420. (3) The reactants are [CH3:1][C:2](=[CH2:6])[CH2:3][Mg]Cl.[F:7][C:8]([F:17])([F:16])[C:9](=[O:15])[C:10]([O:12][CH2:13][CH3:14])=[O:11]. The catalyst is C1COCC1. The product is [CH2:13]([O:12][C:10](=[O:11])[C:9]([OH:15])([C:8]([F:16])([F:17])[F:7])[CH2:3][C:2]([CH3:6])=[CH2:1])[CH3:14]. The yield is 0.890.